From a dataset of Forward reaction prediction with 1.9M reactions from USPTO patents (1976-2016). Predict the product of the given reaction. (1) The product is: [NH2:16][C@@H:12]([CH:13]1[CH2:15][CH2:14]1)[C:6]1[N:5]([N:24]2[CH2:29][CH2:28][N:27]([CH3:30])[CH2:26][CH2:25]2)[C:4](=[O:31])[C:3]2[C:8](=[CH:9][CH:10]=[CH:11][C:2]=2[Cl:1])[N:7]=1. Given the reactants [Cl:1][C:2]1[CH:11]=[CH:10][CH:9]=[C:8]2[C:3]=1[C:4](=[O:31])[N:5]([N:24]1[CH2:29][CH2:28][N:27]([CH3:30])[CH2:26][CH2:25]1)[C:6]([C@@H:12]([NH:16]C(=O)OC(C)(C)C)[CH:13]1[CH2:15][CH2:14]1)=[N:7]2.FC(F)(F)C(O)=O, predict the reaction product. (2) Given the reactants [N:1]1[CH:6]=[CH:5][C:4]([CH2:7][N:8]2[CH2:13][CH2:12][C:11](=O)[CH2:10][CH2:9]2)=[CH:3][CH:2]=1.Cl.[NH2:16][OH:17], predict the reaction product. The product is: [N:1]1[CH:6]=[CH:5][C:4]([CH2:7][N:8]2[CH2:13][CH2:12][C:11](=[N:16][OH:17])[CH2:10][CH2:9]2)=[CH:3][CH:2]=1. (3) The product is: [CH4:1].[CH3:10][C@@H:5]1[NH:4][CH2:1][C@H:18]([C:16]([O:15][CH3:14])=[O:17])[CH2:7][CH2:6]1. Given the reactants [C:1]([NH:4][C@@H:5]([C:10](O)=O)[CH2:6][CH:7](C)C)(=O)C.C[CH2:14][O:15][C:16]([CH3:18])=[O:17], predict the reaction product. (4) Given the reactants [NH2:1][C:2]1[C:7]([Br:8])=[CH:6][C:5]([Br:9])=[CH:4][C:3]=1[S:10]([NH2:13])(=[O:12])=[O:11].[CH:14](=O)[C:15]1[CH:20]=[CH:19][CH:18]=[CH:17][CH:16]=1, predict the reaction product. The product is: [C:15]1([CH:14]2[NH:1][C:2]3[C:7]([Br:8])=[CH:6][C:5]([Br:9])=[CH:4][C:3]=3[S:10](=[O:12])(=[O:11])[NH:13]2)[CH:20]=[CH:19][CH:18]=[CH:17][CH:16]=1.